This data is from Reaction yield outcomes from USPTO patents with 853,638 reactions. The task is: Predict the reaction yield, written as a fraction of the theoretical maximum amount of product (1.0 means a 100% yield; for example, 0.34 means a 34% yield). (1) The reactants are [S:1]1[CH:5]=[CH:4][CH:3]=[C:2]1[Li].[N:7]12[CH2:14][CH2:13][C:10]([C:15]([O:17]CC)=O)([CH2:11][CH2:12]1)[CH2:9][CH2:8]2. The catalyst is C1COCC1. The product is [N:7]12[CH2:8][CH2:9][C:10]([C:15]([C:2]3[S:1][CH:5]=[CH:4][CH:3]=3)([C:2]3[S:1][CH:5]=[CH:4][CH:3]=3)[OH:17])([CH2:11][CH2:12]1)[CH2:13][CH2:14]2. The yield is 0.595. (2) The reactants are [Cl:1][C:2]1[N:7]=[C:6]([NH2:8])[CH:5]=[CH:4][C:3]=1[O:9][CH3:10].[Cl:11][C:12]1[CH:19]=[CH:18][CH:17]=[C:16]([F:20])[C:13]=1[CH:14]=O.C(Cl)Cl.[N+:24]([C:26]1[CH:35]=[CH:34][C:29]2[O:30][CH2:31][CH2:32][O:33][C:28]=2[CH:27]=1)#[C-:25]. The catalyst is C(S([O-])(=O)=O)(F)(F)F.C(S([O-])(=O)=O)(F)(F)F.C(S([O-])(=O)=O)(F)(F)F.[Sc+3].CO. The product is [Cl:1][C:2]1[N:7]2[C:25]([NH:24][C:26]3[CH:35]=[CH:34][C:29]4[O:30][CH2:31][CH2:32][O:33][C:28]=4[CH:27]=3)=[C:14]([C:13]3[C:16]([F:20])=[CH:17][CH:18]=[CH:19][C:12]=3[Cl:11])[N:8]=[C:6]2[CH:5]=[CH:4][C:3]=1[O:9][CH3:10]. The yield is 0.860. (3) The catalyst is C1C=CC([P]([Pd]([P](C2C=CC=CC=2)(C2C=CC=CC=2)C2C=CC=CC=2)([P](C2C=CC=CC=2)(C2C=CC=CC=2)C2C=CC=CC=2)[P](C2C=CC=CC=2)(C2C=CC=CC=2)C2C=CC=CC=2)(C2C=CC=CC=2)C2C=CC=CC=2)=CC=1.O1CCCC1. The product is [Br:8][C:4]1[N:3]=[C:2]([C:11]2[CH:12]=[CH:13][CH:14]=[CH:15][N:10]=2)[CH:7]=[CH:6][CH:5]=1. The yield is 0.630. The reactants are Br[C:2]1[CH:7]=[CH:6][CH:5]=[C:4]([Br:8])[N:3]=1.[Br-].[N:10]1[CH:15]=[CH:14][CH:13]=[CH:12][C:11]=1[Zn+]. (4) The reactants are [Cl:1][C:2]1[N:7]=[CH:6][C:5]([NH2:8])=[CH:4][CH:3]=1.CCN(CC)CC.[CH3:16][C:17]([O:20][C:21](O[C:21]([O:20][C:17]([CH3:19])([CH3:18])[CH3:16])=[O:22])=[O:22])([CH3:19])[CH3:18]. The yield is 0.760. The product is [Cl:1][C:2]1[N:7]=[CH:6][C:5]([NH:8][C:21](=[O:22])[O:20][C:17]([CH3:19])([CH3:18])[CH3:16])=[CH:4][CH:3]=1. The catalyst is CN(C1C=CN=CC=1)C.C(Cl)Cl. (5) The reactants are [NH2:1][CH2:2][CH2:3][C:4]([OH:6])=[O:5].[C:7](O)(=[C:12]1[C:20](=[O:21])[CH2:19][C:16]([CH3:18])([CH3:17])[CH2:15][C:13]1=[O:14])[CH2:8][CH:9]([CH3:11])[CH3:10]. The catalyst is CCO.C(O)(C(F)(F)F)=O. The product is [NH:1]([C:7](=[C:12]1[C:13](=[O:14])[CH2:15][C:16]([CH3:17])([CH3:18])[CH2:19][C:20]1=[O:21])[CH2:8][CH:9]([CH3:11])[CH3:10])[CH2:2][CH2:3][C:4]([OH:6])=[O:5]. The yield is 0.976.